This data is from NCI-60 drug combinations with 297,098 pairs across 59 cell lines. The task is: Regression. Given two drug SMILES strings and cell line genomic features, predict the synergy score measuring deviation from expected non-interaction effect. (1) Drug 1: CN1C2=C(C=C(C=C2)N(CCCl)CCCl)N=C1CCCC(=O)O.Cl. Drug 2: CC(C)CN1C=NC2=C1C3=CC=CC=C3N=C2N. Cell line: U251. Synergy scores: CSS=4.97, Synergy_ZIP=-1.44, Synergy_Bliss=-0.892, Synergy_Loewe=1.68, Synergy_HSA=0.635. (2) Drug 1: C(CC(=O)O)C(=O)CN.Cl. Drug 2: CN(C(=O)NC(C=O)C(C(C(CO)O)O)O)N=O. Cell line: MOLT-4. Synergy scores: CSS=39.3, Synergy_ZIP=4.31, Synergy_Bliss=2.89, Synergy_Loewe=0.870, Synergy_HSA=0.422. (3) Drug 1: CN(C)N=NC1=C(NC=N1)C(=O)N. Drug 2: CC(C1=C(C=CC(=C1Cl)F)Cl)OC2=C(N=CC(=C2)C3=CN(N=C3)C4CCNCC4)N. Cell line: NCI-H460. Synergy scores: CSS=17.7, Synergy_ZIP=-2.58, Synergy_Bliss=1.36, Synergy_Loewe=-0.932, Synergy_HSA=1.42. (4) Drug 1: CC1OCC2C(O1)C(C(C(O2)OC3C4COC(=O)C4C(C5=CC6=C(C=C35)OCO6)C7=CC(=C(C(=C7)OC)O)OC)O)O. Drug 2: CC1CCC2CC(C(=CC=CC=CC(CC(C(=O)C(C(C(=CC(C(=O)CC(OC(=O)C3CCCCN3C(=O)C(=O)C1(O2)O)C(C)CC4CCC(C(C4)OC)O)C)C)O)OC)C)C)C)OC. Cell line: OVCAR-5. Synergy scores: CSS=22.6, Synergy_ZIP=-8.82, Synergy_Bliss=-4.68, Synergy_Loewe=-1.10, Synergy_HSA=-0.380.